Dataset: Forward reaction prediction with 1.9M reactions from USPTO patents (1976-2016). Task: Predict the product of the given reaction. (1) Given the reactants Cl.Cl.[NH:3]1[CH2:6][CH:5]([C:7]2[C:8]([O:28][CH3:29])=[C:9]([CH:15]([N:17]3[C:21]4=[N:22][CH:23]=[N:24][C:25]([NH2:26])=[C:20]4[C:19]([CH3:27])=[N:18]3)[CH3:16])[CH:10]=[C:11]([Cl:14])[C:12]=2[CH3:13])[CH2:4]1.C(N(CC)CC)C.Br[CH:38]([C:41]([F:44])([F:43])[F:42])[CH2:39][OH:40].CN(C)C=O, predict the reaction product. The product is: [NH2:26][C:25]1[N:24]=[CH:23][N:22]=[C:21]2[N:17]([CH:15]([C:9]3[C:8]([O:28][CH3:29])=[C:7]([CH:5]4[CH2:4][N:3]([CH:38]([C:41]([F:44])([F:43])[F:42])[CH2:39][OH:40])[CH2:6]4)[C:12]([CH3:13])=[C:11]([Cl:14])[CH:10]=3)[CH3:16])[N:18]=[C:19]([CH3:27])[C:20]=12. (2) Given the reactants N(C(OC(C)C)=O)=NC(OC(C)C)=O.[CH2:15]([O:22][C:23]1[CH:28]=[CH:27][C:26]([OH:29])=[CH:25][CH:24]=1)[C:16]1[CH:21]=[CH:20][CH:19]=[CH:18][CH:17]=1.O[CH:31]1[CH2:36][CH2:35][N:34]([C:37]([O:39][C:40]([CH3:43])([CH3:42])[CH3:41])=[O:38])[CH2:33][CH2:32]1.C1(P(C2C=CC=CC=2)C2C=CC=CC=2)C=CC=CC=1, predict the reaction product. The product is: [CH2:15]([O:22][C:23]1[CH:24]=[CH:25][C:26]([O:29][CH:31]2[CH2:36][CH2:35][N:34]([C:37]([O:39][C:40]([CH3:43])([CH3:42])[CH3:41])=[O:38])[CH2:33][CH2:32]2)=[CH:27][CH:28]=1)[C:16]1[CH:17]=[CH:18][CH:19]=[CH:20][CH:21]=1. (3) The product is: [C:27]1([N:24]2[CH2:25][CH2:26][N:21]([CH2:20][CH2:19][CH:18]([C:12]3[CH:17]=[CH:16][CH:15]=[CH:14][CH:13]=3)[O:9][C:6]3[CH:5]=[CH:4][C:3]([C:2]([F:10])([F:11])[F:1])=[CH:8][CH:7]=3)[CH2:22][CH2:23]2)[CH:32]=[CH:31][CH:30]=[CH:29][CH:28]=1. Given the reactants [F:1][C:2]([F:11])([F:10])[C:3]1[CH:8]=[CH:7][C:6]([OH:9])=[CH:5][CH:4]=1.[C:12]1([CH:18](O)[CH2:19][CH2:20][N:21]2[CH2:26][CH2:25][N:24]([C:27]3[CH:32]=[CH:31][CH:30]=[CH:29][CH:28]=3)[CH2:23][CH2:22]2)[CH:17]=[CH:16][CH:15]=[CH:14][CH:13]=1.C1(P(C2C=CC=CC=2)C2C=CC=CC=2)C=CC=CC=1.N(C(OC(C)C)=O)=NC(OC(C)C)=O.CC(OC(/N=N/C(OC(C)C)=O)=O)C, predict the reaction product. (4) Given the reactants [CH:1]([CH:4]1[C:9](=O)[NH:8][C:7]2[CH:11]=[CH:12][C:13]([CH3:15])=[CH:14][C:6]=2[O:5]1)([CH3:3])[CH3:2].[H-].[Al+3].[Li+].[H-].[H-].[H-].[OH-].[Na+].S([O-])([O-])(=O)=O.[Mg+2], predict the reaction product. The product is: [CH:1]([CH:4]1[CH2:9][NH:8][C:7]2[CH:11]=[CH:12][C:13]([CH3:15])=[CH:14][C:6]=2[O:5]1)([CH3:3])[CH3:2].